From a dataset of Full USPTO retrosynthesis dataset with 1.9M reactions from patents (1976-2016). Predict the reactants needed to synthesize the given product. (1) Given the product [C:1]([N:9]1[CH2:14][CH2:13][CH:12]([NH:28][C:25]2[CH:26]=[C:27]3[C:22]([CH2:21][CH2:20][N:19]3[C:16](=[O:18])[CH3:17])=[CH:23][CH:24]=2)[CH2:11][CH2:10]1)(=[O:8])[C:2]1[CH:7]=[CH:6][CH:5]=[CH:4][CH:3]=1, predict the reactants needed to synthesize it. The reactants are: [C:1]([N:9]1[CH2:14][CH2:13][C:12](=O)[CH2:11][CH2:10]1)(=[O:8])[C:2]1[CH:7]=[CH:6][CH:5]=[CH:4][CH:3]=1.[C:16]([N:19]1[C:27]2[C:22](=[CH:23][CH:24]=[C:25]([NH2:28])[CH:26]=2)[CH2:21][CH2:20]1)(=[O:18])[CH3:17].CC(O)=O.[BH-](OC(C)=O)(OC(C)=O)OC(C)=O.[Na+]. (2) Given the product [CH3:30][N:31]1[CH2:23][CH2:22][C@@H:12]([C:13]2[CH:18]=[C:17]([Cl:19])[CH:16]=[CH:15][C:14]=2[Br:20])[C@@H:11]1[C:6]1[CH:7]=[CH:8][CH:9]=[CH:10][C:5]=1[OH:4], predict the reactants needed to synthesize it. The reactants are: C([O:4][C:5]1[CH:10]=[CH:9][CH:8]=[CH:7][C:6]=1/[CH:11]=[CH:12]/[C:13]1[CH:18]=[C:17]([Cl:19])[CH:16]=[CH:15][C:14]=1[Br:20])(=O)C.F[C:22](F)(F)[C:23](O)=O.CO[CH2:30][N:31]([Si](C)(C)C)C.[OH-].[K+].Cl. (3) The reactants are: N1CCCCC1.[Br:7][C:8]1[CH:9]=[C:10]([C:13]#[CH:14])[S:11][CH:12]=1.I[C:16]1[CH:29]=[CH:28][C:19]([O:20][CH2:21][CH2:22][N:23]2[CH2:27][CH2:26][CH2:25][CH2:24]2)=[CH:18][CH:17]=1. Given the product [Br:7][C:8]1[CH:9]=[C:10]([C:13]#[C:14][C:16]2[CH:29]=[CH:28][C:19]([O:20][CH2:21][CH2:22][N:23]3[CH2:27][CH2:26][CH2:25][CH2:24]3)=[CH:18][CH:17]=2)[S:11][CH:12]=1, predict the reactants needed to synthesize it. (4) Given the product [Cl:24][C:14]1[CH:13]=[C:12]([C:9]([NH:10][C:11]2[C:6]([C:7]([NH:29][CH3:28])=[O:25])=[CH:5][C:4]([C:26]#[N:27])=[CH:3][C:2]=2[Cl:1])=[O:8])[N:16]([C:17]2[C:22]([Cl:23])=[CH:21][CH:20]=[CH:19][N:18]=2)[N:15]=1, predict the reactants needed to synthesize it. The reactants are: [Cl:1][C:2]1[C:11]2[N:10]=[C:9]([C:12]3[N:16]([C:17]4[C:22]([Cl:23])=[CH:21][CH:20]=[CH:19][N:18]=4)[N:15]=[C:14]([Cl:24])[CH:13]=3)[O:8][C:7](=[O:25])[C:6]=2[CH:5]=[C:4]([C:26]#[N:27])[CH:3]=1.[CH3:28][NH2:29]. (5) Given the product [CH:1]1([CH2:6][CH:7]([C:16]2[CH:17]=[N:18][C:19]([SH:24])=[CH:20][CH:21]=2)[C:8]([NH:10][C:11]2[S:12][CH:13]=[CH:14][N:15]=2)=[O:9])[CH2:5][CH2:4][CH2:3][CH2:2]1, predict the reactants needed to synthesize it. The reactants are: [CH:1]1([CH2:6][CH:7]([C:16]2[CH:17]=[N:18][C:19](F)=[CH:20][CH:21]=2)[C:8]([NH:10][C:11]2[S:12][CH:13]=[CH:14][N:15]=2)=[O:9])[CH2:5][CH2:4][CH2:3][CH2:2]1.C[S:24](C)=O. (6) Given the product [ClH:7].[C:24]1([CH2:23][CH2:22][NH:14][CH2:13][CH2:12][CH2:11][CH2:10][C:9]([C:30]2[CH:31]=[C:32]3[C:37]4=[C:38]([CH2:40][CH2:41][N:36]4[C:35](=[O:42])[CH2:34][CH2:33]3)[CH:39]=2)=[O:8])[CH:25]=[CH:26][CH:27]=[CH:28][CH:29]=1, predict the reactants needed to synthesize it. The reactants are: C(OCC)(=O)C.[ClH:7].[O:8]=[C:9]([C:30]1[CH:31]=[C:32]2[C:37]3=[C:38]([CH2:40][CH2:41][N:36]3[C:35](=[O:42])[CH2:34][CH2:33]2)[CH:39]=1)[CH2:10][CH2:11][CH2:12][CH2:13][N:14]([CH2:22][CH2:23][C:24]1[CH:29]=[CH:28][CH:27]=[CH:26][CH:25]=1)C(=O)OC(C)(C)C. (7) Given the product [CH3:1][N:2]1[C@@H:18]2[CH2:19][C:7]3[CH:8]=[CH:9][C:10]([O:22][CH3:23])=[C:11]4[O:12][C@H:13]5[C:14]([O:20][CH3:21])=[CH:15][CH2:16][C@@H:17]2[C@:5]5([C:6]=34)[CH2:4][CH2:3]1, predict the reactants needed to synthesize it. The reactants are: [CH3:1][N:2]1[C@@H:18]2[CH2:19][C:7]3[CH:8]=[CH:9][C:10]([O:22][CH3:23])=[C:11]4[O:12][C@H:13]5[C:14]([O:20][CH3:21])=[CH:15][CH:16]=[C:17]2[C@:5]5([C:6]=34)[CH2:4][CH2:3]1.C(CN)O.O. (8) Given the product [CH3:8][C:7]1[C:2]2[NH:1][C:10](=[O:11])[O:9][C:3]=2[CH:4]=[CH:5][CH:6]=1, predict the reactants needed to synthesize it. The reactants are: [NH2:1][C:2]1[C:7]([CH3:8])=[CH:6][CH:5]=[CH:4][C:3]=1[OH:9].[C:10](N1C=CN=C1)(N1C=CN=C1)=[O:11]. (9) Given the product [CH2:1]([O:3][C:4](=[O:13])[C:5]1[CH:6]=[C:7]([S:63][CH2:62][C:61]2[CH:64]=[CH:65][C:58]([O:57][CH3:56])=[CH:59][CH:60]=2)[CH:8]=[C:9]([F:11])[CH:10]=1)[CH3:2], predict the reactants needed to synthesize it. The reactants are: [CH2:1]([O:3][C:4](=[O:13])[C:5]1[CH:10]=[C:9]([F:11])[CH:8]=[C:7](Br)[CH:6]=1)[CH3:2].C1(P(C2C=CC=CC=2)C2C3OC4C(=CC=CC=4P(C4C=CC=CC=4)C4C=CC=CC=4)C(C)(C)C=3C=CC=2)C=CC=CC=1.[CH3:56][O:57][C:58]1[CH:65]=[CH:64][C:61]([CH2:62][SH:63])=[CH:60][CH:59]=1.CCN(C(C)C)C(C)C. (10) The reactants are: [CH3:1][N:2]([CH3:25])[CH2:3][CH2:4][CH2:5][C:6]1([C:17]2[CH:22]=[CH:21][C:20]([O:23][CH3:24])=[CH:19][CH:18]=2)[C:14]2[C:9](=[CH:10][C:11]([C:15]#[N:16])=[CH:12][CH:13]=2)[CH2:8][O:7]1.[C:26]([OH:31])(=[O:30])[C:27]([OH:29])=[O:28]. Given the product [C:26]([OH:31])(=[O:30])[C:27]([OH:29])=[O:28].[CH3:25][N:2]([CH3:1])[CH2:3][CH2:4][CH2:5][C:6]1([C:17]2[CH:18]=[CH:19][C:20]([O:23][CH3:24])=[CH:21][CH:22]=2)[C:14]2[C:9](=[CH:10][C:11]([C:15]#[N:16])=[CH:12][CH:13]=2)[CH2:8][O:7]1, predict the reactants needed to synthesize it.